Dataset: Full USPTO retrosynthesis dataset with 1.9M reactions from patents (1976-2016). Task: Predict the reactants needed to synthesize the given product. (1) Given the product [Cl:46][C:47]1[CH:52]=[C:51]2[C:50](=[CH:49][CH:48]=1)[O:3][C:4]1([CH2:5][CH2:6][CH2:7]1)[CH2:9][CH:10]2[NH:12][C:32](=[O:34])/[CH:31]=[CH:30]/[C:23]1[CH:24]=[CH:25][CH:26]=[C:27]([O:28][CH3:29])[C:22]=1[O:21][CH2:14][C:15]1[CH:16]=[CH:17][CH:18]=[CH:19][CH:20]=1, predict the reactants needed to synthesize it. The reactants are: CC1(C)C[CH:10]([NH2:12])[C:9]2[C:4](=[CH:5][CH:6]=[CH:7]C=2)[O:3]1.[CH2:14]([O:21][C:22]1[C:27]([O:28][CH3:29])=[CH:26][CH:25]=[CH:24][C:23]=1/[CH:30]=[CH:31]/[C:32]([OH:34])=O)[C:15]1[CH:20]=[CH:19][CH:18]=[CH:17][CH:16]=1.CCN=C=NCCCN(C)C.[ClH:46].[CH:47]1[CH:48]=[CH:49][C:50]2N(O)N=N[C:51]=2[CH:52]=1.C(N(CC)CC)C. (2) Given the product [C:1]([C:5]1[CH:6]=[CH:7][C:8]([CH2:9][NH:10][CH2:17][CH2:16][CH2:15][C:14]([F:20])([F:19])[F:13])=[CH:11][CH:12]=1)([CH3:4])([CH3:2])[CH3:3], predict the reactants needed to synthesize it. The reactants are: [C:1]([C:5]1[CH:12]=[CH:11][C:8]([CH2:9][NH2:10])=[CH:7][CH:6]=1)([CH3:4])([CH3:3])[CH3:2].[F:13][C:14]([F:20])([F:19])[CH2:15][CH2:16][CH:17]=O.[BH4-].[Na+]. (3) Given the product [NH2:1][C:2]1[N:3]=[C:4]([Cl:23])[C:5]2=[C:6]([N:8]([CH2:12][C:13]3[C:18]([CH3:19])=[C:17]([O:20][CH3:21])[C:16]([CH3:22])=[CH:15][N:14]=3)[C:9](=[O:11])/[C:10]/2=[CH:38]\[C:35]2[NH:36][CH:37]=[C:33]([C:31](=[O:32])[CH2:30][O:29][CH2:28][CH2:27][N:26]([CH2:40][CH3:41])[CH2:24][CH3:25])[CH:34]=2)[N:7]=1, predict the reactants needed to synthesize it. The reactants are: [NH2:1][C:2]1[N:3]=[C:4]([Cl:23])[C:5]2[CH2:10][C:9](=[O:11])[N:8]([CH2:12][C:13]3[C:18]([CH3:19])=[C:17]([O:20][CH3:21])[C:16]([CH3:22])=[CH:15][N:14]=3)[C:6]=2[N:7]=1.[CH2:24]([N:26]([CH2:40][CH3:41])[CH2:27][CH2:28][O:29][CH2:30][C:31]([C:33]1[CH:34]=[C:35]([CH:38]=O)[NH:36][CH:37]=1)=[O:32])[CH3:25].N1CCCCC1. (4) Given the product [F:1][CH:2]([F:33])[C:3]([C:6]1[CH:11]=[CH:10][CH:37]=[C:8]([O:12][C@@H:13]2[CH2:18][CH2:17][C@@H:16]([CH3:19])[N:15]([C:20]([C:22]3[CH:27]=[CH:26][CH:25]=[CH:24][C:23]=3[N:28]3[N:32]=[CH:31][CH:30]=[N:29]3)=[O:21])[CH2:14]2)[CH:7]=1)([OH:5])[CH3:4], predict the reactants needed to synthesize it. The reactants are: [F:1][CH:2]([F:33])[C:3]([C:6]1[CH:11]=[CH:10]N=[C:8]([O:12][C@@H:13]2[CH2:18][CH2:17][C@@H:16]([CH3:19])[N:15]([C:20]([C:22]3[CH:27]=[CH:26][CH:25]=[CH:24][C:23]=3[N:28]3[N:32]=[CH:31][CH:30]=[N:29]3)=[O:21])[CH2:14]2)[CH:7]=1)([OH:5])[CH3:4].N1N(C2C=CC=CC=2C(N2[C@H](C)CC[C@@H](OC3C=C(C(O)(C)C(P(=O)(OCC)OCC)(F)F)C=CN=3)C2)=O)N=[CH:37]C=1. (5) Given the product [F:1][C:2]1([F:18])[CH2:6][CH2:5][C@@H:4]([C@@:7]([OH:17])([C:11]2[CH:12]=[CH:13][CH:14]=[CH:15][CH:16]=2)[C:8]([O:10][CH:32]2[CH2:37][CH2:36][N:35]([C:38]([O:40][C:41]([CH3:44])([CH3:43])[CH3:42])=[O:39])[CH2:34][CH2:33]2)=[O:9])[CH2:3]1, predict the reactants needed to synthesize it. The reactants are: [F:1][C:2]1([F:18])[CH2:6][CH2:5][C@@H:4]([C@@:7]([OH:17])([C:11]2[CH:16]=[CH:15][CH:14]=[CH:13][CH:12]=2)[C:8]([OH:10])=[O:9])[CH2:3]1.C(N1C=CN=C1)(N1C=CN=C1)=O.O[CH:32]1[CH2:37][CH2:36][N:35]([C:38]([O:40][C:41]([CH3:44])([CH3:43])[CH3:42])=[O:39])[CH2:34][CH2:33]1.[H-].[Na+].